Dataset: Full USPTO retrosynthesis dataset with 1.9M reactions from patents (1976-2016). Task: Predict the reactants needed to synthesize the given product. (1) Given the product [F:1][C:2]1[CH:11]=[C:6]([C:7]2[CH:13]=[C:12]([C:14]3[CH:15]=[C:16]([C:20](=[O:22])[CH3:21])[CH:17]=[CH:18][CH:19]=3)[O:9][N:8]=2)[CH:5]=[N:4][CH:3]=1, predict the reactants needed to synthesize it. The reactants are: [F:1][C:2]1[CH:3]=[N:4][CH:5]=[C:6]([CH:11]=1)[C:7](Cl)=[N:8][OH:9].[C:12]([C:14]1[CH:15]=[C:16]([C:20](=[O:22])[CH3:21])[CH:17]=[CH:18][CH:19]=1)#[CH:13].N. (2) The reactants are: F[C:2]1[CH:7]=[C:6]([I:8])[C:5]([N+:9]([O-:11])=[O:10])=[CH:4][C:3]=1[O:12][C:13]1[CH:18]=[CH:17][CH:16]=[CH:15][C:14]=1[F:19].[CH3:20][S:21]([C:24]1[CH:29]=[CH:28][C:27]([OH:30])=[CH:26][CH:25]=1)(=[O:23])=[O:22].C([O-])([O-])=O.[K+].[K+]. Given the product [F:19][C:14]1[CH:15]=[CH:16][CH:17]=[CH:18][C:13]=1[O:12][C:3]1[CH:4]=[C:5]([N+:9]([O-:11])=[O:10])[C:6]([I:8])=[CH:7][C:2]=1[O:30][C:27]1[CH:26]=[CH:25][C:24]([S:21]([CH3:20])(=[O:23])=[O:22])=[CH:29][CH:28]=1, predict the reactants needed to synthesize it. (3) Given the product [NH2:27][C:3]1([CH2:1][CH3:2])[CH2:8][CH2:7][CH:6]([O:9][C:10]2[C:21]3[C:20]4[C@@H:19]([CH2:22][C@H:23]([OH:26])[CH:24]=[CH2:25])[CH2:18][CH2:17][C:16]=4[S:15][C:14]=3[N:13]=[CH:12][N:11]=2)[CH2:5][CH2:4]1, predict the reactants needed to synthesize it. The reactants are: [CH2:1]([C:3]1([NH:27]C(=O)OC(C)(C)C)[CH2:8][CH2:7][CH:6]([O:9][C:10]2[C:21]3[C:20]4[C@@H:19]([CH2:22][C@H:23]([OH:26])[CH:24]=[CH2:25])[CH2:18][CH2:17][C:16]=4[S:15][C:14]=3[N:13]=[CH:12][N:11]=2)[CH2:5][CH2:4]1)[CH3:2].Cl. (4) The reactants are: CN1CCOCC1.[C:8]([O:12][C:13]([N:15]1[CH2:19][CH2:18][CH2:17][C@H:16]1[C:20]([OH:22])=O)=[O:14])([CH3:11])([CH3:10])[CH3:9].F[P-](F)(F)(F)(F)F.N1(OC(N(C)C)=[N+](C)C)C2N=CC=CC=2N=N1.Cl.[NH2:48][CH:49]1[C:58](=[O:59])[C:57]2[C:52](=[CH:53][C:54]([Br:60])=[CH:55][CH:56]=2)[O:51][CH2:50]1.C(=O)(O)[O-].[Na+].[Cl-].[NH4+]. Given the product [Br:60][C:54]1[CH:53]=[C:52]2[C:57]([C:58](=[O:59])[CH:49]([NH:48][C:20]([C@@H:16]3[CH2:17][CH2:18][CH2:19][N:15]3[C:13]([O:12][C:8]([CH3:9])([CH3:10])[CH3:11])=[O:14])=[O:22])[CH2:50][O:51]2)=[CH:56][CH:55]=1, predict the reactants needed to synthesize it. (5) Given the product [C:17]([C:15]1[CH:14]=[C:13]([PH:21][C:22]2[CH:27]=[C:26]([C:28]([CH3:31])([CH3:30])[CH3:29])[CH:25]=[C:24]([C:32]([CH3:35])([CH3:34])[CH3:33])[CH:23]=2)[CH:12]=[C:11]([C:7]([CH3:10])([CH3:9])[CH3:8])[CH:16]=1)([CH3:18])([CH3:19])[CH3:20].[BH3:5], predict the reactants needed to synthesize it. The reactants are: [Cl-].[Ce+3].[Cl-].[Cl-].[BH4-:5].[Na+].[C:7]([C:11]1[CH:12]=[C:13]([PH:21](=O)[C:22]2[CH:27]=[C:26]([C:28]([CH3:31])([CH3:30])[CH3:29])[CH:25]=[C:24]([C:32]([CH3:35])([CH3:34])[CH3:33])[CH:23]=2)[CH:14]=[C:15]([C:17]([CH3:20])([CH3:19])[CH3:18])[CH:16]=1)([CH3:10])([CH3:9])[CH3:8].[H-].[Al+3].[Li+].[H-].[H-].[H-].Cl. (6) The reactants are: [CH:1]([C:3]1[C:4]([N+:13]([O-:15])=[O:14])=[C:5]([CH:10]=[CH:11][CH:12]=1)[C:6]([O:8][CH3:9])=[O:7])=O.[CH2:16]1[O:27][CH:19]([C:20]2[CH:25]=[CH:24][CH:23]=[C:22]([NH2:26])[CH:21]=2)[O:18][CH2:17]1. Given the product [O:18]1[CH2:17][CH2:16][O:27][CH:19]1[C:20]1[CH:21]=[C:22](/[N:26]=[CH:1]/[C:3]2[C:4]([N+:13]([O-:15])=[O:14])=[C:5]([CH:10]=[CH:11][CH:12]=2)[C:6]([O:8][CH3:9])=[O:7])[CH:23]=[CH:24][CH:25]=1, predict the reactants needed to synthesize it. (7) Given the product [F:1][C:2]1[C:3]([NH:10][C:11]2[C:16]([C:17]3[N:25]=[CH:24][N:23]=[C:22]4[C:18]=3[N:19]=[CH:20][N:21]4[CH:26]3[CH2:31][CH2:30][CH2:29][CH2:28][O:27]3)=[CH:15][CH:14]=[CH:13][N:12]=2)=[C:4]([F:9])[CH:5]=[CH:6][C:7]=1[NH:8][S:37]([C:34]1[CH:35]=[CH:36][O:32][CH:33]=1)(=[O:39])=[O:38], predict the reactants needed to synthesize it. The reactants are: [F:1][C:2]1[C:7]([NH2:8])=[CH:6][CH:5]=[C:4]([F:9])[C:3]=1[NH:10][C:11]1[C:16]([C:17]2[N:25]=[CH:24][N:23]=[C:22]3[C:18]=2[N:19]=[CH:20][N:21]3[CH:26]2[CH2:31][CH2:30][CH2:29][CH2:28][O:27]2)=[CH:15][CH:14]=[CH:13][N:12]=1.[O:32]1[CH:36]=[CH:35][C:34]([S:37](Cl)(=[O:39])=[O:38])=[CH:33]1.N1C=CC=CC=1.